Dataset: Forward reaction prediction with 1.9M reactions from USPTO patents (1976-2016). Task: Predict the product of the given reaction. (1) Given the reactants C(N(CC)CC[OH:6])C.[CH:9]([N:12]([CH:15]([CH3:17])C)[CH2:13][CH3:14])([CH3:11])C.CS(Cl)(=O)=O.C([NH:26][C@:27]1([C:44](NC(C)(C)C)=[O:45])[C@@H:31]([CH2:32][CH2:33][CH2:34][B:35]2[O:39]C(C)(C)C(C)(C)[O:36]2)[CH2:30][NH:29][CH2:28]1)(=O)C, predict the reaction product. The product is: [NH2:26][C@:27]1([C:44]([OH:45])=[O:6])[C@@H:31]([CH2:32][CH2:33][CH2:34][B:35]([OH:36])[OH:39])[CH2:30][N:29]([CH2:17][CH2:15][N:12]([CH2:9][CH3:11])[CH2:13][CH3:14])[CH2:28]1. (2) Given the reactants [NH2:1][C:2]1[CH:23]=[CH:22][C:5]([O:6][C:7]2[CH:8]=[CH:9][C:10]3[N:11]([CH:13]=[C:14]([NH:16][C:17]([CH:19]4[CH2:21][CH2:20]4)=[O:18])[N:15]=3)[CH:12]=2)=[C:4]([F:24])[CH:3]=1.[CH2:25]([C:27]1[N:32]([C:33]2[CH:38]=[CH:37][CH:36]=[CH:35][CH:34]=2)[C:31](=[O:39])[C:30]([C:40](O)=[O:41])=[CH:29][CH:28]=1)[CH3:26].CN(C(ON1N=NC2C=CC=NC1=2)=[N+](C)C)C.F[P-](F)(F)(F)(F)F.C(N(CC)C(C)C)(C)C.C(=O)([O-])O.[Na+], predict the reaction product. The product is: [CH:19]1([C:17]([NH:16][C:14]2[N:15]=[C:10]3[CH:9]=[CH:8][C:7]([O:6][C:5]4[CH:22]=[CH:23][C:2]([NH:1][C:40]([C:30]5[C:31](=[O:39])[N:32]([C:33]6[CH:34]=[CH:35][CH:36]=[CH:37][CH:38]=6)[C:27]([CH2:25][CH3:26])=[CH:28][CH:29]=5)=[O:41])=[CH:3][C:4]=4[F:24])=[CH:12][N:11]3[CH:13]=2)=[O:18])[CH2:21][CH2:20]1. (3) The product is: [CH3:1][C:2]1[S:9][C:8]2[CH:7]=[CH:6][N:5]([CH2:10][C:11]3[CH:16]=[CH:15][C:14]([C:17]([F:19])([F:20])[F:18])=[CH:13][CH:12]=3)[C:4]=2[C:3]=1[C:21]([NH:36][C:33]1([C:30]2[CH:31]=[CH:32][C:27]([C:26]([OH:37])=[O:25])=[CH:28][CH:29]=2)[CH2:35][CH2:34]1)=[O:22]. Given the reactants [CH3:1][C:2]1[S:9][C:8]2[CH:7]=[CH:6][N:5]([CH2:10][C:11]3[CH:16]=[CH:15][C:14]([C:17]([F:20])([F:19])[F:18])=[CH:13][CH:12]=3)[C:4]=2[C:3]=1[C:21](O)=[O:22].C[O:25][C:26](=[O:37])[C:27]1[CH:32]=[CH:31][C:30]([C:33]2([NH2:36])[CH2:35][CH2:34]2)=[CH:29][CH:28]=1.CN(C(ON1N=NC2C=CC=NC1=2)=[N+](C)C)C.F[P-](F)(F)(F)(F)F.N(CC)(CCC)CCC.[Li+].[OH-], predict the reaction product. (4) Given the reactants [C:1]([O:5][C:6](=[O:22])[NH:7][C@@H:8]1[CH2:13][C@@H:12]([CH3:14])[CH2:11][N:10](CC2C=CC=CC=2)[CH2:9]1)([CH3:4])([CH3:3])[CH3:2], predict the reaction product. The product is: [C:1]([O:5][C:6](=[O:22])[NH:7][C@@H:8]1[CH2:13][C@@H:12]([CH3:14])[CH2:11][NH:10][CH2:9]1)([CH3:4])([CH3:2])[CH3:3]. (5) Given the reactants N[C:2]1[S:3][C:4]2[CH:10]=[C:9]([CH2:11][C:12]([O:14][CH2:15][CH3:16])=[O:13])[CH:8]=[CH:7][C:5]=2[N:6]=1.[BrH:17].N([O-])=O.[Na+].CC#N, predict the reaction product. The product is: [Br:17][C:2]1[S:3][C:4]2[CH:10]=[C:9]([CH2:11][C:12]([O:14][CH2:15][CH3:16])=[O:13])[CH:8]=[CH:7][C:5]=2[N:6]=1. (6) Given the reactants [CH2:1]([C:3]1[CH:8]=[CH:7][C:6]([C@H:9]2[CH2:14][C@@H:13]([C:15]([F:18])([F:17])[F:16])[N:12]3[N:19]=[CH:20][C:21]([C:22]([OH:24])=O)=[C:11]3[NH:10]2)=[CH:5][CH:4]=1)[CH3:2].CN(C(ON1N=NC2C=CC=NC1=2)=[N+](C)C)C.F[P-](F)(F)(F)(F)F.C(N(CC)C(C)C)(C)C.[Cl:58][C:59]1[CH:66]=[CH:65][C:62]([CH2:63][NH2:64])=[CH:61][CH:60]=1, predict the reaction product. The product is: [Cl:58][C:59]1[CH:66]=[CH:65][C:62]([CH2:63][NH:64][C:22]([C:21]2[CH:20]=[N:19][N:12]3[C@H:13]([C:15]([F:18])([F:17])[F:16])[CH2:14][C@H:9]([C:6]4[CH:5]=[CH:4][C:3]([CH2:1][CH3:2])=[CH:8][CH:7]=4)[NH:10][C:11]=23)=[O:24])=[CH:61][CH:60]=1.